This data is from Catalyst prediction with 721,799 reactions and 888 catalyst types from USPTO. The task is: Predict which catalyst facilitates the given reaction. (1) Reactant: O=[C:2]1[CH2:5][N:4]([C:6]([O:8][C:9]([CH3:12])([CH3:11])[CH3:10])=[O:7])[CH2:3]1.C1(P(=[CH:32][CH:33]=[O:34])(C2C=CC=CC=2)C2C=CC=CC=2)C=CC=CC=1. Product: [O:34]=[CH:33][CH:32]=[C:2]1[CH2:5][N:4]([C:6]([O:8][C:9]([CH3:12])([CH3:11])[CH3:10])=[O:7])[CH2:3]1. The catalyst class is: 2. (2) Product: [CH2:1]([O:3][C:4]([C:6]1[C:11]([NH:14][C:15]2[N:19]([CH3:20])[N:18]=[C:17]([CH:21]3[CH2:23][CH2:22]3)[CH:16]=2)=[CH:10][CH:9]=[C:8]([CH3:13])[N:7]=1)=[O:5])[CH3:2]. Reactant: [CH2:1]([O:3][C:4]([C:6]1[C:11](Br)=[CH:10][CH:9]=[C:8]([CH3:13])[N:7]=1)=[O:5])[CH3:2].[NH2:14][C:15]1[N:19]([CH3:20])[N:18]=[C:17]([CH:21]2[CH2:23][CH2:22]2)[CH:16]=1. The catalyst class is: 45. (3) Reactant: [CH3:1][O:2][C:3]1[N:8]2[N:9]=[C:10]([CH:12]([CH3:14])[CH3:13])[CH:11]=[C:7]2[C:6]([C:15]2[CH:16]=[CH:17][C:18](=[O:21])[NH:19][N:20]=2)=[CH:5][CH:4]=1. Product: [CH3:1][O:2][C:3]1[N:8]2[N:9]=[C:10]([CH:12]([CH3:14])[CH3:13])[CH:11]=[C:7]2[C:6]([C:15]2[CH2:16][CH2:17][C:18](=[O:21])[NH:19][N:20]=2)=[CH:5][CH:4]=1. The catalyst class is: 763. (4) Reactant: [OH:1][C:2]1[CH:3]=[C:4]([C:8]2[CH2:17][C:16](=[O:18])[C:15]3[C:10](=[CH:11][CH:12]=[C:13]([N:19]4[CH2:23][CH2:22][CH2:21][CH2:20]4)[CH:14]=3)[N:9]=2)[CH:5]=[CH:6][CH:7]=1.[H-].[Na+].[CH2:26]([O:33][P:34](O[P:34]([O:33][CH2:26][C:27]1[CH:28]=[CH:29][CH:30]=[CH:31][CH:32]=1)([O:35][CH2:36][C:37]1[CH:38]=[CH:39][CH:40]=[CH:41][CH:42]=1)=[O:43])(=[O:43])[O:35][CH2:36][C:37]1[CH:42]=[CH:41][CH:40]=[CH:39][CH:38]=1)[C:27]1[CH:32]=[CH:31][CH:30]=[CH:29][CH:28]=1. Product: [P:34]([O:1][C:2]1[CH:7]=[CH:6][CH:5]=[C:4]([C:8]2[NH:9][C:10]3[C:15]([C:16](=[O:18])[CH:17]=2)=[CH:14][C:13]([N:19]2[CH2:23][CH2:22][CH2:21][CH2:20]2)=[CH:12][CH:11]=3)[CH:3]=1)([O:33][CH2:26][C:27]1[CH:32]=[CH:31][CH:30]=[CH:29][CH:28]=1)([O:35][CH2:36][C:37]1[CH:42]=[CH:41][CH:40]=[CH:39][CH:38]=1)=[O:43]. The catalyst class is: 36. (5) The catalyst class is: 95. Product: [CH2:4]([CH:3]1[O:10][CH:2]1[C:1]([OH:8])=[O:7])[CH2:5][CH3:6]. Reactant: [C:1]([OH:8])(=[O:7])/[CH:2]=[CH:3]/[CH2:4][CH2:5][CH3:6].C(=O)(O)[O-:10].[Na+].OOS([O-])=O.[K+].[Na+].[Na+].C(N(CC(O)=O)CC(O)=O)N(CC([O-])=O)CC([O-])=O.Cl.